Dataset: Forward reaction prediction with 1.9M reactions from USPTO patents (1976-2016). Task: Predict the product of the given reaction. (1) Given the reactants CN([CH:4]=[C:5]1[CH2:14][C@@H:13]2[C@H:8]([CH2:9][C@H:10]([NH:18][C:19](=[O:25])[N:20]([CH2:23][CH3:24])[CH2:21][CH3:22])[CH2:11][N:12]2[CH2:15][CH2:16][CH3:17])[CH2:7][C:6]1=O)C.C(=O)(O)O.[NH2:31][C:32]([NH2:34])=[NH:33].C(=O)(O)[O-].[Na+], predict the reaction product. The product is: [NH2:33][C:32]1[N:34]=[CH:4][C:5]2[CH2:14][C@H:13]3[N:12]([CH2:15][CH2:16][CH3:17])[CH2:11][C@@H:10]([NH:18][C:19](=[O:25])[N:20]([CH2:23][CH3:24])[CH2:21][CH3:22])[CH2:9][C@@H:8]3[CH2:7][C:6]=2[N:31]=1. (2) Given the reactants [NH3:1].C([O:5][CH2:6][C@@H:7]([NH:33][C:34]([O:36][CH2:37][C:38]1[CH:43]=[CH:42][CH:41]=[CH:40][CH:39]=1)=[O:35])[C:8]([N:10]1[CH2:14][CH2:13][CH2:12][C@H:11]1[C:15]([N:17]1[CH2:21][CH2:20][CH2:19][C@H:18]1[C:22]([NH:24][C@@H:25]([C@H:30]([OH:32])[CH3:31])[C:26]([O:28]C)=[O:27])=[O:23])=[O:16])=[O:9])(=O)C, predict the reaction product. The product is: [CH2:37]([O:36][C:34](=[O:35])[NH:33][C@H:7]([CH2:6][OH:5])[C:8]([N:10]1[CH2:14][CH2:13][CH2:12][C@H:11]1[C:15]([N:17]1[CH2:21][CH2:20][CH2:19][C@H:18]1[C:22](=[O:23])[NH:24][C@@H:25]([C@H:30]([OH:32])[CH3:31])[C:26]([O:28][NH2:1])=[O:27])=[O:16])=[O:9])[C:38]1[CH:43]=[CH:42][CH:41]=[CH:40][CH:39]=1. (3) Given the reactants [NH2:1][C:2]1[C:7]([NH2:8])=[CH:6][CH:5]=[CH:4][C:3]=1[O:9][CH3:10].[C:11](O)(=O)[CH:12]([CH3:14])[OH:13].Cl.[OH-].[NH4+], predict the reaction product. The product is: [OH:13][CH:12]([C:14]1[NH:1][C:2]2[C:3]([O:9][CH3:10])=[CH:4][CH:5]=[CH:6][C:7]=2[N:8]=1)[CH3:11].